From a dataset of Catalyst prediction with 721,799 reactions and 888 catalyst types from USPTO. Predict which catalyst facilitates the given reaction. (1) Reactant: [N+:1]([C:4]1[CH:9]=[CH:8][C:7]([N:10]2[CH2:20][CH2:19][C:13]3([NH:18][CH2:17][CH2:16][CH2:15][CH2:14]3)[CH2:12][CH2:11]2)=[CH:6][CH:5]=1)([O-:3])=[O:2].C=O.Cl[CH2:24]CCl.C(O[BH-](OC(=O)C)OC(=O)C)(=O)C.[Na+]. Product: [CH3:24][N:18]1[C:13]2([CH2:19][CH2:20][N:10]([C:7]3[CH:8]=[CH:9][C:4]([N+:1]([O-:3])=[O:2])=[CH:5][CH:6]=3)[CH2:11][CH2:12]2)[CH2:14][CH2:15][CH2:16][CH2:17]1. The catalyst class is: 6. (2) Reactant: [CH2:1]([NH:3][C:4](=[O:24])[NH:5][C:6]1[CH:16]=[C:15]([NH:17][C:18]2[CH:23]=[CH:22][CH:21]=[CH:20][CH:19]=2)[C:9]([C:10]([O:12]CC)=[O:11])=[CH:8][N:7]=1)[CH3:2].[OH-].[Na+]. Product: [CH2:1]([NH:3][C:4](=[O:24])[NH:5][C:6]1[CH:16]=[C:15]([NH:17][C:18]2[CH:19]=[CH:20][CH:21]=[CH:22][CH:23]=2)[C:9]([C:10]([OH:12])=[O:11])=[CH:8][N:7]=1)[CH3:2]. The catalyst class is: 24. (3) Product: [CH2:34]([O:38][C:39]1[CH:40]=[CH:41][C:42]([C:43]([N:15]2[CH2:16][CH2:17][N:12]([C:11]3[C:6]4[CH:5]=[C:4]([CH2:2][CH3:3])[S:24][C:7]=4[N:8]=[C:9]([S:18][CH2:19][C:20]([O:22][CH3:23])=[O:21])[N:10]=3)[CH2:13][CH2:14]2)=[O:44])=[CH:46][CH:47]=1)[CH2:35][CH2:36][CH3:37]. Reactant: Cl.[CH2:2]([C:4]1[S:24][C:7]2[N:8]=[C:9]([S:18][CH2:19][C:20]([O:22][CH3:23])=[O:21])[N:10]=[C:11]([N:12]3[CH2:17][CH2:16][NH:15][CH2:14][CH2:13]3)[C:6]=2[CH:5]=1)[CH3:3].C(N(C(C)C)CC)(C)C.[CH2:34]([O:38][C:39]1[CH:47]=[CH:46][C:42]([C:43](O)=[O:44])=[CH:41][CH:40]=1)[CH2:35][CH2:36][CH3:37].CN(C(ON1N=NC2C=CC=NC1=2)=[N+](C)C)C.F[P-](F)(F)(F)(F)F. The catalyst class is: 3.